The task is: Binary Classification. Given a miRNA mature sequence and a target amino acid sequence, predict their likelihood of interaction.. This data is from Experimentally validated miRNA-target interactions with 360,000+ pairs, plus equal number of negative samples. (1) Result: 0 (no interaction). The miRNA is mmu-miR-30a-5p with sequence UGUAAACAUCCUCGACUGGAAG. The protein sequence of the target gene is MPTDHEEPCGPSHKSFCLNGGLCYVIPTIPSPFCRCVENYTGARCEEVFLPGSSIQTKSNLFEAFVALAVLVTLIIGAFYFLCRKGHFQRASSVQYDINLVETSSTSAHHSHEQH. (2) The miRNA is mmu-miR-223-3p with sequence UGUCAGUUUGUCAAAUACCCCA. The protein sequence of the target gene is MGILFTRIWRLFNHQEHKVIIVGLDNAGKTTILYQFSMNEVVHTSPTIGSNVEEIVVNNTRFLMWDIGGQESLRPSWNTYYTNTEFVIVVVDSTDRERISVTREELYKMLAHEDLRKAGLLIFANKQDVKECMTVAEISQFLKLTSIKDHQWHIQACCALTGEGLCQGLEWMMSRLKIR. Result: 1 (interaction). (3) The miRNA is hsa-miR-648 with sequence AAGUGUGCAGGGCACUGGU. The protein sequence of the target gene is MAQCVQSVQELIPDSFVPCVAALCSDEAERLTRLNHLSFAELLKPFSRLTSEVHMRDPNNQLHVIKNLKIAVSNIVTQPPQPGAIRKLLNDVVSGSQPAEGLVANVITAGDYDLNISATTPWFESYRETFLQSMPALDHEFLNHYLACMLVASSSEAEPVEQFSKLSQEQHRIQHNSDYSYPKWFIPNTLKYYVLLHDVSAGDEQRAESIYEEMKQKYGTQGCYLLKINSRTSNRASDEQIPDPWSQYLQKNSIQNQESYEDGPCTITSNKNSDNNLLSLDGLDNEVKDGLPNNFRAHPL.... Result: 0 (no interaction). (4) The miRNA is hsa-miR-4704-3p with sequence UCAGUCACAUAUCUAGUGUCUA. The protein sequence of the target gene is MTMRSAVFKAAAAPAGGNPEQRLDYERAAALGGPEDEPGAAEAHFLPRHRKLKEPGPPLASSQGGSPAPSPAGCGGKGRGLLLPAGAAPGQQEESWGGSVPLPCPPPATKQAGIGGEPAAAGAGCSPRPKYQAVLPIQTGSLVAAAKEPTPWAGDKGGAASPAATASDPAGPPPLPLPGPPPLAPTATAGTLAASEGRWKSMRKSPLGGGGGSGASSQAACLKQILLLQLDLIEQQQQQLQAKEKEIEELKSERDTLLARIERMERRMQLVKKDNEKERHKLFQGYETEEREETELSEKI.... Result: 0 (no interaction).